From a dataset of Reaction yield outcomes from USPTO patents with 853,638 reactions. Predict the reaction yield, written as a fraction of the theoretical maximum amount of product (1.0 means a 100% yield; for example, 0.34 means a 34% yield). (1) The reactants are [Cl:1][C:2]1[CH:7]=[CH:6][CH:5]=[CH:4][C:3]=1[C:8]1[N:9]([C:31]2[CH:36]=[CH:35][C:34]([Cl:37])=[CH:33][CH:32]=2)[C:10]2[C:15]([N:16]=1)=[C:14]([NH:17][C@@H:18]1[CH2:23][CH2:22][CH2:21][N:20](C(OC(C)(C)C)=O)[CH2:19]1)[N:13]=[CH:12][N:11]=2.FC(F)(F)C(O)=O. The catalyst is ClCCl. The product is [Cl:1][C:2]1[CH:7]=[CH:6][CH:5]=[CH:4][C:3]=1[C:8]1[N:9]([C:31]2[CH:32]=[CH:33][C:34]([Cl:37])=[CH:35][CH:36]=2)[C:10]2[C:15]([N:16]=1)=[C:14]([NH:17][C@@H:18]1[CH2:23][CH2:22][CH2:21][NH:20][CH2:19]1)[N:13]=[CH:12][N:11]=2. The yield is 0.790. (2) The reactants are [F:1][C:2]1[C:3]([N:10]2[N:14]=[CH:13][CH:12]=[N:11]2)=[C:4]([CH:7]=[CH:8][CH:9]=1)[C:5]#N.[OH-:15].[Na+].Cl.C[OH:19]. No catalyst specified. The product is [F:1][C:2]1[C:3]([N:10]2[N:14]=[CH:13][CH:12]=[N:11]2)=[C:4]([CH:7]=[CH:8][CH:9]=1)[C:5]([OH:19])=[O:15]. The yield is 0.180. (3) The reactants are [CH2:1]([O:3][C:4]([C:6]1[NH:7][C:8]([CH3:20])=[C:9]([C:12](=[O:19])[C:13]2[CH:18]=[CH:17][CH:16]=[CH:15][CH:14]=2)[C:10]=1[CH3:11])=[O:5])[CH3:2].C(O)(=[O:23])C.O. The catalyst is O1CCCC1. The product is [CH2:1]([O:3][C:4]([C:6]1[NH:7][C:8]([CH:20]=[O:23])=[C:9]([C:12](=[O:19])[C:13]2[CH:18]=[CH:17][CH:16]=[CH:15][CH:14]=2)[C:10]=1[CH3:11])=[O:5])[CH3:2]. The yield is 0.750. (4) The reactants are [CH3:1][O:2][C:3]1[CH:19]=[CH:18][C:6]2[CH2:7][CH2:8][C:9]3[CH:10]=[N:11][N:12]([C:14]([NH2:17])([CH3:16])[CH3:15])[C:13]=3[C:5]=2[CH:4]=1.[ClH:20]. No catalyst specified. The product is [ClH:20].[CH3:1][O:2][C:3]1[CH:19]=[CH:18][C:6]2[CH2:7][CH2:8][C:9]3[CH:10]=[N:11][N:12]([C:14]([NH2:17])([CH3:16])[CH3:15])[C:13]=3[C:5]=2[CH:4]=1. The yield is 0.530. (5) The product is [N:23]1[C:28]2[S:29][CH:30]=[CH:31][C:27]=2[C:26]([N:32]2[CH2:33][CH2:34][CH:35]([O:38][C:1](=[O:2])[NH:20][C:19]3[CH:21]=[CH:22][C:16]([CH:13]([CH3:15])[CH3:14])=[CH:17][CH:18]=3)[CH2:36][CH2:37]2)=[N:25][CH:24]=1. The yield is 0.170. The catalyst is C(Cl)Cl.CN(C1C=CN=CC=1)C. The reactants are [C:1](N1C=CN=C1)(N1C=CN=C1)=[O:2].[CH:13]([C:16]1[CH:22]=[CH:21][C:19]([NH2:20])=[CH:18][CH:17]=1)([CH3:15])[CH3:14].[N:23]1[C:28]2[S:29][CH:30]=[CH:31][C:27]=2[C:26]([N:32]2[CH2:37][CH2:36][CH:35]([OH:38])[CH2:34][CH2:33]2)=[N:25][CH:24]=1. (6) The reactants are [Cl-].O[NH3+:3].[C:4](=[O:7])([O-])[OH:5].[Na+].CS(C)=O.[CH2:13]([C:17]1[N:18]=[C:19]([CH3:48])[N:20]([CH2:39][CH:40]([CH:42]2[CH2:47][CH2:46][CH2:45][CH2:44][CH2:43]2)[OH:41])[C:21](=[O:38])[C:22]=1[CH2:23][C:24]1[CH:29]=[CH:28][C:27]([C:30]2[C:31]([C:36]#[N:37])=[CH:32][CH:33]=[CH:34][CH:35]=2)=[CH:26][CH:25]=1)[CH2:14][CH2:15][CH3:16]. The catalyst is C(OCC)(=O)C. The product is [CH2:13]([C:17]1[N:18]=[C:19]([CH3:48])[N:20]([CH2:39][CH:40]([CH:42]2[CH2:47][CH2:46][CH2:45][CH2:44][CH2:43]2)[OH:41])[C:21](=[O:38])[C:22]=1[CH2:23][C:24]1[CH:29]=[CH:28][C:27]([C:30]2[CH:35]=[CH:34][CH:33]=[CH:32][C:31]=2[C:36]2[NH:3][C:4](=[O:7])[O:5][N:37]=2)=[CH:26][CH:25]=1)[CH2:14][CH2:15][CH3:16]. The yield is 0.260. (7) The reactants are [CH3:1][O:2][C:3]1[CH:4]=[C:5]2[C:10](=[CH:11][C:12]=1[O:13][CH3:14])[N:9]=[CH:8][CH:7]=[C:6]2[O:15][C:16]1[C:22]([CH3:23])=[CH:21][C:19]([NH2:20])=[C:18]([CH3:24])[CH:17]=1.Cl[C:26](Cl)([O:28][C:29](=[O:35])OC(Cl)(Cl)Cl)Cl.[CH3:37][C:38]1[CH:43]=[CH:42][C:41](CO)=[CH:40][CH:39]=1.C(=O)(O)[O-].[Na+]. The catalyst is C(Cl)Cl.C(N(CC)CC)C.C1(C)C=CC=CC=1. The product is [CH3:1][O:2][C:3]1[CH:4]=[C:5]2[C:10](=[CH:11][C:12]=1[O:13][CH3:14])[N:9]=[CH:8][CH:7]=[C:6]2[O:15][C:16]1[C:22]([CH3:23])=[CH:21][C:19]([NH:20][C:29](=[O:35])[O:28][CH2:26][C:41]2[CH:42]=[CH:43][C:38]([CH3:37])=[CH:39][CH:40]=2)=[C:18]([CH3:24])[CH:17]=1. The yield is 0.880. (8) The reactants are [NH2:1][CH2:2][C:3]1([OH:26])[CH2:6][N:5]([C:7]([C:9]2[CH:14]=[CH:13][C:12]([F:15])=[C:11]([F:16])[C:10]=2[NH:17][C:18]2[CH:23]=[CH:22][C:21]([I:24])=[CH:20][C:19]=2[F:25])=[O:8])[CH2:4]1.[CH3:27][S:28][C:29](SC)=[CH:30][N+:31]([O-:33])=[O:32]. The yield is 0.390. The product is [F:16][C:11]1[C:10]([NH:17][C:18]2[CH:23]=[CH:22][C:21]([I:24])=[CH:20][C:19]=2[F:25])=[C:9]([C:7]([N:5]2[CH2:6][C:3]([CH2:2][NH:1]/[C:29](/[S:28][CH3:27])=[CH:30]/[N+:31]([O-:33])=[O:32])([OH:26])[CH2:4]2)=[O:8])[CH:14]=[CH:13][C:12]=1[F:15]. The catalyst is C(O)C. (9) The reactants are [Br:1][CH:2]([CH:5]=O)[CH:3]=O.[C:7]([O:11][C:12]([N:14]1[CH2:21][C:20]2[C:16](=[N:17][NH:18][C:19]=2[NH2:22])[CH2:15]1)=[O:13])([CH3:10])([CH3:9])[CH3:8]. The catalyst is CC(O)=O. The product is [C:7]([O:11][C:12]([N:14]1[CH2:21][C:20]2=[C:19]3[N:18]([N:17]=[C:16]2[CH2:15]1)[CH:3]=[C:2]([Br:1])[CH:5]=[N:22]3)=[O:13])([CH3:10])([CH3:8])[CH3:9]. The yield is 0.450. (10) The product is [C:1]([C:4]1[CH:28]=[CH:27][C:7]([O:8][CH2:9][C:10]2[CH:11]=[CH:12][C:13]([CH2:16][C:17]3[CH:18]=[C:19]([CH:23]=[CH:24][CH:25]=3)[C:20]([OH:22])=[O:21])=[CH:14][CH:15]=2)=[C:6]([CH3:29])[C:5]=1[OH:30])(=[O:3])[CH3:2]. The reactants are [C:1]([C:4]1[CH:28]=[CH:27][C:7]([O:8][CH2:9][C:10]2[CH:15]=[CH:14][C:13]([CH:16](O)[C:17]3[CH:18]=[C:19]([CH:23]=[CH:24][CH:25]=3)[C:20]([OH:22])=[O:21])=[CH:12][CH:11]=2)=[C:6]([CH3:29])[C:5]=1[OH:30])(=[O:3])[CH3:2].C([SiH](CC)CC)C.B(F)(F)F.CCOCC.ClCCl. The yield is 0.700. The catalyst is O.